From a dataset of NCI-60 drug combinations with 297,098 pairs across 59 cell lines. Regression. Given two drug SMILES strings and cell line genomic features, predict the synergy score measuring deviation from expected non-interaction effect. (1) Drug 1: C1=CC(=C2C(=C1NCCNCCO)C(=O)C3=C(C=CC(=C3C2=O)O)O)NCCNCCO. Drug 2: C1=NC2=C(N1)C(=S)N=CN2. Cell line: SF-268. Synergy scores: CSS=41.5, Synergy_ZIP=-7.82, Synergy_Bliss=-10.7, Synergy_Loewe=-9.76, Synergy_HSA=-6.79. (2) Cell line: TK-10. Synergy scores: CSS=3.27, Synergy_ZIP=-1.16, Synergy_Bliss=-0.404, Synergy_Loewe=0.355, Synergy_HSA=0.300. Drug 2: C1=CN(C=N1)CC(O)(P(=O)(O)O)P(=O)(O)O. Drug 1: CCC(=C(C1=CC=CC=C1)C2=CC=C(C=C2)OCCN(C)C)C3=CC=CC=C3.C(C(=O)O)C(CC(=O)O)(C(=O)O)O. (3) Drug 1: C1=CN(C=N1)CC(O)(P(=O)(O)O)P(=O)(O)O. Drug 2: C1C(C(OC1N2C=NC(=NC2=O)N)CO)O. Cell line: OVCAR-5. Synergy scores: CSS=1.96, Synergy_ZIP=0.559, Synergy_Bliss=2.68, Synergy_Loewe=-0.420, Synergy_HSA=-0.864.